This data is from Forward reaction prediction with 1.9M reactions from USPTO patents (1976-2016). The task is: Predict the product of the given reaction. (1) Given the reactants [F:1][C:2]1[CH:3]=[C:4]([O-:11])[C:5]([N+:8]([O-])=O)=[N:6][CH:7]=1.[Na+], predict the reaction product. The product is: [NH2:8][C:5]1[C:4]([OH:11])=[CH:3][C:2]([F:1])=[CH:7][N:6]=1. (2) Given the reactants Br[C:2]1[N:7]2[CH:8]=[C:9]([CH2:11][O:12][C:13]3[CH:22]=[CH:21][C:20]4[C:15](=[CH:16][CH:17]=[CH:18][CH:19]=4)[N:14]=3)[N:10]=[C:6]2[C:5]([N:23]2[CH2:28][CH2:27][O:26][CH2:25][CH2:24]2)=[N:4][CH:3]=1.[C:29]([C:31]1[CH:36]=[CH:35][C:34](B2OC(C)(C)C(C)(C)O2)=[CH:33][N:32]=1)#[N:30], predict the reaction product. The product is: [O:26]1[CH2:27][CH2:28][N:23]([C:5]2[C:6]3[N:7]([CH:8]=[C:9]([CH2:11][O:12][C:13]4[CH:22]=[CH:21][C:20]5[C:15](=[CH:16][CH:17]=[CH:18][CH:19]=5)[N:14]=4)[N:10]=3)[C:2]([C:34]3[CH:35]=[CH:36][C:31]([C:29]#[N:30])=[N:32][CH:33]=3)=[CH:3][N:4]=2)[CH2:24][CH2:25]1.